From a dataset of Forward reaction prediction with 1.9M reactions from USPTO patents (1976-2016). Predict the product of the given reaction. (1) Given the reactants [CH3:1][O:2][C:3]1[C:4]([CH3:31])=[C:5]([C:22]([O:29][CH3:30])=[C:23]([O:27][CH3:28])[C:24]=1[O:25][CH3:26])[CH2:6][C:7]1[C:8]([C:16]2[CH:21]=[CH:20][N:19]=[CH:18][CH:17]=2)=[C:9]([CH:13]=[CH:14][CH:15]=1)[C:10](O)=[O:11].[F:32][C:33]([F:42])([F:41])[C:34]1[CH:40]=[CH:39][C:37]([NH2:38])=[CH:36][CH:35]=1.C(N(CC)CC)C.[Cl-].ClC1N(C)CC[NH+]1C, predict the reaction product. The product is: [CH3:1][O:2][C:3]1[C:4]([CH3:31])=[C:5]([C:22]([O:29][CH3:30])=[C:23]([O:27][CH3:28])[C:24]=1[O:25][CH3:26])[CH2:6][C:7]1[C:8]([C:16]2[CH:17]=[CH:18][N:19]=[CH:20][CH:21]=2)=[C:9]([CH:13]=[CH:14][CH:15]=1)[C:10]([NH:38][C:37]1[CH:39]=[CH:40][C:34]([C:33]([F:41])([F:42])[F:32])=[CH:35][CH:36]=1)=[O:11]. (2) Given the reactants [N:1]1[CH:6]=[CH:5][CH:4]=[CH:3][C:2]=1[C:7]([OH:9])=O.[NH2:10][C:11]1[S:12][C:13]([CH3:16])=[CH:14][N:15]=1.O, predict the reaction product. The product is: [CH3:16][C:13]1[S:12][C:11]([NH:10][C:7]([C:2]2[CH:3]=[CH:4][CH:5]=[CH:6][N:1]=2)=[O:9])=[N:15][CH:14]=1.